From a dataset of Full USPTO retrosynthesis dataset with 1.9M reactions from patents (1976-2016). Predict the reactants needed to synthesize the given product. (1) Given the product [C:59]([C@:11]12[C:16](=[O:17])[C@:15]([CH2:18][CH:19]=[C:20]([CH3:21])[CH3:22])([CH2:14][C@H:13]([CH2:23][CH:24]=[C:25]([CH3:27])[CH3:26])[C@@:12]1([CH3:42])[CH2:28][CH2:29][CH2:30][C:31]([CH3:41])([O:33][Si:34]([CH2:35][CH3:36])([CH2:37][CH3:38])[CH2:39][CH3:40])[CH3:32])[C:8]([O:7][CH3:6])=[C:9]([Si:44]([CH3:47])([CH3:46])[CH3:45])[C:10]2=[O:43])(=[O:63])[CH:60]([CH3:62])[CH3:61], predict the reactants needed to synthesize it. The reactants are: C1COCC1.[CH3:6][O:7][C:8]1[C@:15]2([CH2:18][CH:19]=[C:20]([CH3:22])[CH3:21])[C:16](=[O:17])[C@@H:11]([C@:12]([CH3:42])([CH2:28][CH2:29][CH2:30][C:31]([CH3:41])([O:33][Si:34]([CH2:39][CH3:40])([CH2:37][CH3:38])[CH2:35][CH3:36])[CH3:32])[C@@H:13]([CH2:23][CH:24]=[C:25]([CH3:27])[CH3:26])[CH2:14]2)[C:10](=[O:43])[C:9]=1[Si:44]([CH3:47])([CH3:46])[CH3:45].[Li]N1C(C)(C)CCCC1(C)C.[C:59](Cl)(=[O:63])[CH:60]([CH3:62])[CH3:61]. (2) The reactants are: C(NC(C)C)(C)C.C([Li])CCC.[CH2:13]1[C:18]2([CH2:24][CH2:23][CH2:22][CH2:21][CH2:20][C:19]2=[O:25])[CH2:17][CH2:16][CH2:15][CH2:14]1.[C:26](=O)([O:29]C)[O:27][CH3:28].CN(P(N(C)C)(N(C)C)=O)C. Given the product [O:25]=[C:19]1[CH:20]([C:26]([O:27][CH3:28])=[O:29])[CH2:21][CH2:22][CH2:23][CH2:24][C:18]21[CH2:17][CH2:16][CH2:15][CH2:14][CH2:13]2, predict the reactants needed to synthesize it. (3) Given the product [C:1]([NH:4][C:5]1[C:6]([NH2:14])=[C:7]([C:16]2[NH:17][C:18]3[C:23]([C:24]=2[CH:25]2[CH2:30][CH2:29][CH2:28][CH2:27][CH2:26]2)=[CH:22][CH:21]=[C:20]([C:31]([O:33][CH3:35])=[O:32])[CH:19]=3)[CH:8]=[CH:9][CH:10]=1)(=[O:3])[CH3:2], predict the reactants needed to synthesize it. The reactants are: [C:1]([NH:4][C:5]1[C:6]([NH2:14])=[C:7](B(O)O)[CH:8]=[CH:9][CH:10]=1)(=[O:3])[CH3:2].Br[C:16]1[NH:17][C:18]2[C:23]([C:24]=1[CH:25]1[CH2:30][CH2:29][CH2:28][CH2:27][CH2:26]1)=[CH:22][CH:21]=[C:20]([C:31]([O-:33])=[O:32])[CH:19]=2.N1C2C(=CC=C(C(OC)=O)C=2)C=[CH:35]1.C([O-])([O-])=O.[Na+].[Na+]. (4) Given the product [C:21]([O:25][C:26](=[O:28])[NH:27][CH2:40][C:39]1[CH:45]=[CH:46][CH:47]=[C:37]([C:2]2[C:10]3[C:5](=[N:6][C:7]([NH:11][CH2:12][CH2:13][N:14]4[CH2:19][CH2:18][O:17][CH2:16][CH2:15]4)=[N:8][CH:9]=3)[N:4]([CH3:20])[N:3]=2)[CH:38]=1)([CH3:24])([CH3:23])[CH3:22], predict the reactants needed to synthesize it. The reactants are: Br[C:2]1[C:10]2[C:5](=[N:6][C:7]([NH:11][CH2:12][CH2:13][N:14]3[CH2:19][CH2:18][O:17][CH2:16][CH2:15]3)=[N:8][CH:9]=2)[N:4]([CH3:20])[N:3]=1.[C:21]([O:25][C:26](=[O:28])[NH2:27])([CH3:24])([CH3:23])[CH3:22].CC1(C)C(C)(C)OB([C:37]2[CH:38]=[C:39]([CH:45]=[CH:46][CH:47]=2)[CH2:40]NC(=O)O)O1. (5) Given the product [Cl:1][C:2]1[CH:3]=[C:4]([C:9]2([OH:16])[CH2:13][CH2:12][N+:11]([O-:22])([CH2:14][CH3:15])[CH2:10]2)[CH:5]=[C:6]([F:8])[CH:7]=1, predict the reactants needed to synthesize it. The reactants are: [Cl:1][C:2]1[CH:3]=[C:4]([C:9]2([OH:16])[CH2:13][CH2:12][N:11]([CH2:14][CH3:15])[CH2:10]2)[CH:5]=[C:6]([F:8])[CH:7]=1.ClC1C=C(C=CC=1)C(O)=[O:22]. (6) Given the product [Cl:1][C:2]1[CH:3]=[C:4]([CH:9]2[C:18]3[C:13](=[CH:14][CH:15]=[CH:16][CH:17]=3)[CH2:12][CH:11]([N:19]([CH3:21])[CH3:20])[CH2:10]2)[CH:5]=[CH:6][C:7]=1[Cl:8], predict the reactants needed to synthesize it. The reactants are: [Cl:1][C:2]1[CH:3]=[C:4]([CH:9]2[C:18]3[C:13](=[CH:14][CH:15]=[CH:16][CH:17]=3)[CH2:12][CH:11]([NH:19][CH3:20])[CH2:10]2)[CH:5]=[CH:6][C:7]=1[Cl:8].[CH2:21]=O.